This data is from Catalyst prediction with 721,799 reactions and 888 catalyst types from USPTO. The task is: Predict which catalyst facilitates the given reaction. (1) Reactant: [CH:1]([C:3]1[CH:4]=[CH:5][C:6]([CH3:13])=[C:7]([CH:12]=1)[C:8]([O:10][CH3:11])=[O:9])=[O:2].[C:14]([Mg]Br)#[CH:15]. Product: [OH:2][CH:1]([C:3]1[CH:4]=[CH:5][C:6]([CH3:13])=[C:7]([CH:12]=1)[C:8]([O:10][CH3:11])=[O:9])[C:14]#[CH:15]. The catalyst class is: 1. (2) Reactant: [NH2:1][C:2]1[N:7]=[CH:6][C:5]([OH:8])=[CH:4][N:3]=1.Br[CH2:10][C:11]([C:13]1[CH:18]=[C:17]([N+:19]([O-:21])=[O:20])[CH:16]=[CH:15][C:14]=1[F:22])=O. Product: [F:22][C:14]1[CH:15]=[CH:16][C:17]([N+:19]([O-:21])=[O:20])=[CH:18][C:13]=1[C:11]1[N:1]=[C:2]2[N:7]=[CH:6][C:5]([OH:8])=[CH:4][N:3]2[CH:10]=1. The catalyst class is: 14. (3) Reactant: Cl[CH2:2][CH2:3][CH2:4][S:5]([N:8]1[CH2:13][CH2:12][CH2:11][CH2:10][CH:9]1[C:14]([O:16][CH2:17][CH3:18])=[O:15])(=[O:7])=[O:6].[OH:19][C:20]1[CH:21]=[C:22]([CH:25]=[CH:26][CH:27]=1)[C:23]#[N:24].C(=O)([O-])[O-].[K+].[K+].[I-].[Na+]. Product: [C:23]([C:22]1[CH:21]=[C:20]([O:19][CH2:2][CH2:3][CH2:4][S:5]([N:8]2[CH2:13][CH2:12][CH2:11][CH2:10][CH:9]2[C:14]([O:16][CH2:17][CH3:18])=[O:15])(=[O:7])=[O:6])[CH:27]=[CH:26][CH:25]=1)#[N:24]. The catalyst class is: 39. (4) The catalyst class is: 9. Reactant: [C:1]([O:5][C:6]([NH:8][CH2:9][CH2:10][CH2:11][C@@H:12]([C:24]([OH:26])=O)[NH:13][C:14]([O:16][CH2:17][C:18]1[CH:23]=[CH:22][CH:21]=[CH:20][CH:19]=1)=[O:15])=[O:7])([CH3:4])([CH3:3])[CH3:2].[NH2:27][CH2:28][C@@H:29]([NH:41][C:42]([O:44][C:45]([CH3:48])([CH3:47])[CH3:46])=[O:43])[CH2:30][CH2:31][CH2:32][NH:33][C:34](=[O:40])[O:35][C:36]([CH3:39])([CH3:38])[CH3:37].C(Cl)CCl.C1C=CC2N(O)N=NC=2C=1. Product: [C:45]([O:44][C:42]([NH:41][C@@H:29]([CH2:30][CH2:31][CH2:32][NH:33][C:34]([O:35][C:36]([CH3:39])([CH3:38])[CH3:37])=[O:40])[CH2:28][NH:27][C:24]([C@@H:12]([NH:13][C:14](=[O:15])[O:16][CH2:17][C:18]1[CH:19]=[CH:20][CH:21]=[CH:22][CH:23]=1)[CH2:11][CH2:10][CH2:9][NH:8][C:6]([O:5][C:1]([CH3:2])([CH3:3])[CH3:4])=[O:7])=[O:26])=[O:43])([CH3:47])([CH3:48])[CH3:46]. (5) Reactant: [NH2:1][C@@H:2]([CH2:13][OH:14])[CH2:3][C:4]1[C:12]2[C:7](=[CH:8][CH:9]=[CH:10][CH:11]=2)[NH:6][CH:5]=1.N1C=CN=C1.[Si:20](Cl)([C:23]([CH3:26])([CH3:25])[CH3:24])([CH3:22])[CH3:21]. The catalyst class is: 168. Product: [Si:20]([O:14][CH2:13][C@H:2]([NH2:1])[CH2:3][C:4]1[C:12]2[C:7](=[CH:8][CH:9]=[CH:10][CH:11]=2)[NH:6][CH:5]=1)([C:23]([CH3:26])([CH3:25])[CH3:24])([CH3:22])[CH3:21]. (6) Reactant: C(OC([N:8]1[CH2:13][CH2:12][CH:11]([O:14][C:15]2[CH:20]=[CH:19][C:18]([O:21][CH3:22])=[CH:17][N:16]=2)[CH2:10][CH2:9]1)=O)(C)(C)C.Cl.Cl. Product: [CH3:22][O:21][C:18]1[CH:19]=[CH:20][C:15]([O:14][CH:11]2[CH2:12][CH2:13][NH:8][CH2:9][CH2:10]2)=[N:16][CH:17]=1. The catalyst class is: 1. (7) Reactant: Br[C:2]1[CH:3]=[C:4]2[C:9](=[CH:10][C:11]=1[O:12][CH3:13])[O:8][C:7]([CH3:15])([CH3:14])[CH:6]=[C:5]2[C:16]([CH3:19])([CH3:18])[CH3:17].C([Sn](CCCC)(CCCC)[C:25]([O:27]CC)=[CH2:26])CCC. Product: [C:16]([C:5]1[C:4]2[C:9](=[CH:10][C:11]([O:12][CH3:13])=[C:2]([C:25](=[O:27])[CH3:26])[CH:3]=2)[O:8][C:7]([CH3:15])([CH3:14])[CH:6]=1)([CH3:19])([CH3:18])[CH3:17]. The catalyst class is: 1. (8) Reactant: Cl[C:2]1[C:7]([N+:8]([O-:10])=[O:9])=[CH:6][CH:5]=[C:4]([Cl:11])[N:3]=1.Cl.[NH2:13][CH2:14][C:15]([O:17][CH3:18])=[O:16].C(O)C. Product: [Cl:11][C:4]1[N:3]=[C:2]([NH:13][CH2:14][C:15]([O:17][CH3:18])=[O:16])[C:7]([N+:8]([O-:10])=[O:9])=[CH:6][CH:5]=1. The catalyst class is: 66. (9) Product: [CH:7]([C@@H:10]1[CH2:11][O:12][CH2:13][CH2:14][NH:15]1)([CH3:9])[CH3:8]. Reactant: [H-].[Al+3].[Li+].[H-].[H-].[H-].[CH:7]([C@H:10]1[NH:15][C:14](=O)[CH2:13][O:12][CH2:11]1)([CH3:9])[CH3:8]. The catalyst class is: 7. (10) Reactant: [O:1]=[C:2]1[C:10]2[C:5](=[CH:6][CH:7]=[CH:8][CH:9]=2)[C:4](=[O:11])[N:3]1[C:12]1[CH:16]=[C:15]([CH:17]2[CH2:22][CH2:21][N:20]([C:23]([O:25][C:26]([CH3:29])([CH3:28])[CH3:27])=[O:24])[CH2:19][CH2:18]2)[NH:14][N:13]=1.C(=O)([O-])[O-].[Cs+].[Cs+].[CH:36](I)([CH3:38])[CH3:37].O. Product: [O:1]=[C:2]1[C:10]2[C:5](=[CH:6][CH:7]=[CH:8][CH:9]=2)[C:4](=[O:11])[N:3]1[C:12]1[CH:16]=[C:15]([CH:17]2[CH2:22][CH2:21][N:20]([C:23]([O:25][C:26]([CH3:29])([CH3:28])[CH3:27])=[O:24])[CH2:19][CH2:18]2)[N:14]([CH:36]([CH3:38])[CH3:37])[N:13]=1. The catalyst class is: 9.